Dataset: Full USPTO retrosynthesis dataset with 1.9M reactions from patents (1976-2016). Task: Predict the reactants needed to synthesize the given product. (1) Given the product [CH3:8][O:9][C:10](=[O:53])[CH:11]([C:13]1[CH:14]=[CH:15][C:16]([C:19]2[CH:24]=[CH:23][C:22]([C:25]([CH2:26][CH3:27])([C:30]3[CH:35]=[CH:34][C:33]([CH2:36][CH2:37][CH:38]([OH:43])[C:39]([CH3:41])([CH3:42])[CH3:40])=[C:32]([CH3:51])[CH:31]=3)[CH2:28][CH3:29])=[CH:21][C:20]=2[CH3:52])=[CH:17][CH:18]=1)[OH:12], predict the reactants needed to synthesize it. The reactants are: FC(F)(F)C(O)=O.[CH3:8][O:9][C:10](=[O:53])[CH:11]([C:13]1[CH:18]=[CH:17][C:16]([C:19]2[CH:24]=[CH:23][C:22]([C:25]([C:30]3[CH:35]=[CH:34][C:33]([CH2:36][CH2:37][CH:38]([O:43][Si](C(C)(C)C)(C)C)[C:39]([CH3:42])([CH3:41])[CH3:40])=[C:32]([CH3:51])[CH:31]=3)([CH2:28][CH3:29])[CH2:26][CH3:27])=[CH:21][C:20]=2[CH3:52])=[CH:15][CH:14]=1)[OH:12]. (2) Given the product [C:19]([C:18]1[N:14]([CH3:13])[C:15]([C:2]2[CH:7]=[CH:6][C:5]([NH:8][C:9]#[N:10])=[C:4]([CH2:11][CH3:12])[CH:3]=2)=[CH:16][CH:17]=1)#[N:20], predict the reactants needed to synthesize it. The reactants are: Br[C:2]1[CH:7]=[CH:6][C:5]([NH:8][C:9]#[N:10])=[C:4]([CH2:11][CH3:12])[CH:3]=1.[CH3:13][N:14]1[C:18]([C:19]#[N:20])=[CH:17][CH:16]=[C:15]1B(O)O.C(=O)([O-])[O-].[K+].[K+].C(P(C(C)(C)C)C(C)(C)C)(C)(C)C.[Br-].